Dataset: Drug half-life prediction data from Obach et al.. Task: Regression/Classification. Given a drug SMILES string, predict its absorption, distribution, metabolism, or excretion properties. Task type varies by dataset: regression for continuous measurements (e.g., permeability, clearance, half-life) or binary classification for categorical outcomes (e.g., BBB penetration, CYP inhibition). For this dataset (half_life_obach), we predict log10(half-life) (log10 of half-life in hours). (1) The molecule is C/C=C/C[C@@H](C)C(=O)[C@H]1C(=O)N[C@@H](C(C)C)C(=O)N(C)CC(=O)N(C)[C@@H](CC(C)C)C(=O)N[C@@H](C(C)C)C(=O)N(C)[C@@H](CC(C)C)C(=O)N[C@@H](C)C(=O)N[C@H](C)C(=O)N(C)[C@@H](CC(C)C)C(=O)N(C)[C@@H](CC(C)C)C(=O)N(C)[C@@H](C(C)C)C(=O)N1C. The log10(half-life) is 1.00. (2) The drug is COc1ccc(Cl)cc1[C@]1(F)C(=O)Nc2cc(C(F)(F)F)ccc21. The log10(half-life) is 1.57. (3) The compound is Cn1cc[nH]c1=S. The log10(half-life) is 0.380. (4) The compound is Nc1nc(O)c2ncn(CCC(CO)CO)c2n1. The log10(half-life) is 0.320. (5) The molecule is CS(=O)(=O)OCCCCOS(C)(=O)=O. The log10(half-life) is 0.530. (6) The compound is Nc1ccn([C@@H]2CS[C@H](CO)O2)c(=O)n1. The log10(half-life) is 0.960.